From a dataset of Reaction yield outcomes from USPTO patents with 853,638 reactions. Predict the reaction yield, written as a fraction of the theoretical maximum amount of product (1.0 means a 100% yield; for example, 0.34 means a 34% yield). (1) The reactants are [CH3:1][C:2]1[S:6][C:5]2[C:7](=O)[CH:8]([CH:10]([CH3:12])[CH3:11])[CH2:9][C:4]=2[C:3]=1[C:14]1[CH:19]=[CH:18][CH:17]=[CH:16][CH:15]=1.[H-].[H-].[H-].[H-].[Li+].[Al+3].O. The catalyst is CCOCC. The product is [CH:10]([C:8]1[CH2:7][C:5]2[S:6][C:2]([CH3:1])=[C:3]([C:14]3[CH:15]=[CH:16][CH:17]=[CH:18][CH:19]=3)[C:4]=2[CH:9]=1)([CH3:12])[CH3:11]. The yield is 0.930. (2) The reactants are [S-:1][C:2]#[N:3].[K+].[Cl-].[CH3:6][N:7]([CH3:13])[CH:8]1[CH2:12][CH2:11][NH:10][CH2:9]1. The catalyst is CC(C)=O. The product is [CH3:6][N:7]([CH3:13])[CH:8]1[CH2:12][CH2:11][N:10]([C:2](=[S:1])[NH2:3])[CH2:9]1. The yield is 0.233. (3) The reactants are [F:1][C:2]([F:30])([F:29])[C:3]1[CH:4]=[C:5]([NH:13][C:14](=[O:28])[C:15]2[CH:20]=[C:19]([C:21]#[C:22][Si](C)(C)C)[CH:18]=[CH:17][C:16]=2[OH:27])[CH:6]=[C:7]([C:9]([F:12])([F:11])[F:10])[CH:8]=1.[OH-].[Na+].Cl. The catalyst is CO. The product is [F:1][C:2]([F:29])([F:30])[C:3]1[CH:4]=[C:5]([NH:13][C:14](=[O:28])[C:15]2[CH:20]=[C:19]([C:21]#[CH:22])[CH:18]=[CH:17][C:16]=2[OH:27])[CH:6]=[C:7]([C:9]([F:10])([F:11])[F:12])[CH:8]=1. The yield is 0.359. (4) The reactants are [OH:1][CH2:2]/[CH:3]=[C:4](/[C:6]1[CH:11]=[CH:10][C:9]([C:12]2[CH:17]=[CH:16][CH:15]=[C:14](/[C:18](/[CH3:25])=[CH:19]/[C:20]([O:22][CH2:23][CH3:24])=[O:21])[CH:13]=2)=[CH:8][CH:7]=1)\[CH3:5].[CH2:26]([O:28][C@@H:29]([CH2:35][C:36]1[CH:41]=[CH:40][C:39](O)=[CH:38][CH:37]=1)[C:30]([O:32][CH2:33][CH3:34])=[O:31])[CH3:27]. No catalyst specified. The product is [CH2:26]([O:28][C@H:29]([C:30]([O:32][CH2:33][CH3:34])=[O:31])[CH2:35][C:36]1[CH:41]=[CH:40][C:39]([O:1][CH2:2]/[CH:3]=[C:4](/[C:6]2[CH:11]=[CH:10][C:9]([C:12]3[CH:17]=[CH:16][CH:15]=[C:14](/[C:18](/[CH3:25])=[CH:19]/[C:20]([O:22][CH2:23][CH3:24])=[O:21])[CH:13]=3)=[CH:8][CH:7]=2)\[CH3:5])=[CH:38][CH:37]=1)[CH3:27]. The yield is 0.580.